This data is from Reaction yield outcomes from USPTO patents with 853,638 reactions. The task is: Predict the reaction yield, written as a fraction of the theoretical maximum amount of product (1.0 means a 100% yield; for example, 0.34 means a 34% yield). The reactants are [NH2:1][C:2]1[C:6]2[C:7]([CH3:23])=[N:8][C:9]([NH:11][C:12]([NH:14][C@@H:15]([C:17]3[CH:22]=[CH:21][CH:20]=[CH:19][CH:18]=3)[CH3:16])=[O:13])=[CH:10][C:5]=2[NH:4][N:3]=1.S([O-])([O-])(=O)=O.[Mg+2].F[C:31](F)(F)[C:32](O)=O.C([BH3-])#N.[Na+]. The catalyst is O.CO.C(Cl)(Cl)Cl. The product is [CH2:31]([NH:1][C:2]1[C:6]2[C:7]([CH3:23])=[N:8][C:9]([NH:11][C:12]([NH:14][C@@H:15]([C:17]3[CH:22]=[CH:21][CH:20]=[CH:19][CH:18]=3)[CH3:16])=[O:13])=[CH:10][C:5]=2[NH:4][N:3]=1)[CH3:32]. The yield is 0.401.